From a dataset of hERG Central: cardiac toxicity at 1µM, 10µM, and general inhibition. Predict hERG channel inhibition at various concentrations. The molecule is Clc1ccc(OCCCCCN2CCCC2)c(Br)c1. Results: hERG_inhib (hERG inhibition (general)): blocker.